Predict the product of the given reaction. From a dataset of Forward reaction prediction with 1.9M reactions from USPTO patents (1976-2016). (1) Given the reactants [Si]([O:8][CH2:9][C:10]1[CH:11]=[C:12]2[C:17](=[N:18][C:19]=1[CH:20](OC)[O:21]C)[N:16]([C:25]([NH:27][C:28]1[CH:33]=[C:32]([NH:34][CH2:35][CH2:36][O:37][CH3:38])[C:31]([C:39]#[N:40])=[CH:30][N:29]=1)=[O:26])[CH2:15][CH2:14][CH2:13]2)(C(C)(C)C)(C)C.O.Cl, predict the reaction product. The product is: [C:39]([C:31]1[C:32]([NH:34][CH2:35][CH2:36][O:37][CH3:38])=[CH:33][C:28]([NH:27][C:25]([N:16]2[C:17]3[C:12](=[CH:11][C:10]([CH2:9][OH:8])=[C:19]([CH:20]=[O:21])[N:18]=3)[CH2:13][CH2:14][CH2:15]2)=[O:26])=[N:29][CH:30]=1)#[N:40]. (2) Given the reactants [C:1]([C:4]1[C:22](=[O:23])[C@@:8]2([CH3:24])[C:9]3[C:15]([OH:16])=[CH:14][C:13]([O:17][CH3:18])=[C:12]([C:19]([NH2:21])=[O:20])[C:10]=3[O:11][C:7]2=[CH:6][C:5]=1[OH:25])(=[O:3])[CH3:2].[CH2:26]([C:28]1[CH:37]=[C:36]([F:38])[C:35]2[C:30](=[CH:31][CH:32]=[CH:33][CH:34]=2)[C:29]=1[CH:39]=O)[CH3:27].C([SiH](CC)CC)C.FC(F)(F)C(O)=O, predict the reaction product. The product is: [C:1]([C:4]1[C:22](=[O:23])[C@@:8]2([CH3:24])[C:9]3[C:15]([OH:16])=[CH:14][C:13]([O:17][CH3:18])=[C:12]([C:19]([NH:21][CH2:39][C:29]4[C:30]5[C:35](=[CH:34][CH:33]=[CH:32][CH:31]=5)[C:36]([F:38])=[CH:37][C:28]=4[CH2:26][CH3:27])=[O:20])[C:10]=3[O:11][C:7]2=[CH:6][C:5]=1[OH:25])(=[O:3])[CH3:2]. (3) Given the reactants C(O)(C(F)(F)F)=O.C(OC([NH:15][C@H:16]([C:41]([O:43][CH3:44])=[O:42])[CH2:17][C:18]1[S:19][C:20]([CH2:23][CH2:24][CH2:25][C:26]2[CH:31]=[CH:30][CH:29]=[C:28]([N:32](C(OC(C)(C)C)=O)[CH3:33])[N:27]=2)=[CH:21][CH:22]=1)=O)(C)(C)C, predict the reaction product. The product is: [CH3:33][NH:32][C:28]1[N:27]=[C:26]([CH2:25][CH2:24][CH2:23][C:20]2[S:19][C:18]([CH2:17][C@@H:16]([C:41]([O:43][CH3:44])=[O:42])[NH2:15])=[CH:22][CH:21]=2)[CH:31]=[CH:30][CH:29]=1.